This data is from Catalyst prediction with 721,799 reactions and 888 catalyst types from USPTO. The task is: Predict which catalyst facilitates the given reaction. Reactant: [CH3:1][O:2][C:3](=[O:16])[CH2:4][C:5]1[CH:10]=[CH:9][CH:8]=[C:7]([O:11][CH2:12][CH2:13][CH2:14]Br)[CH:6]=1.[C:17]1([C@@H:23]([CH3:26])[CH2:24][NH2:25])[CH:22]=[CH:21][CH:20]=[CH:19][CH:18]=1.[I-].[Na+].C(=O)([O-])[O-].[K+].[K+]. Product: [CH3:1][O:2][C:3](=[O:16])[CH2:4][C:5]1[CH:10]=[CH:9][CH:8]=[C:7]([O:11][CH2:12][CH2:13][CH2:14][NH:25][CH2:24][C@@H:23]([C:17]2[CH:22]=[CH:21][CH:20]=[CH:19][CH:18]=2)[CH3:26])[CH:6]=1. The catalyst class is: 10.